From a dataset of Forward reaction prediction with 1.9M reactions from USPTO patents (1976-2016). Predict the product of the given reaction. (1) Given the reactants OC(C(F)(F)F)=O.NCC[N:11]1[C:15](=[O:16])[CH:14]=[CH:13][C:12]1=[O:17].[CH3:18][CH2:19][N:20](C(C)C)C(C)C.CN([P+](ON1N=NC2C=CC=CC1=2)(N(C)C)N(C)C)C.F[P-](F)(F)(F)(F)F, predict the reaction product. The product is: [NH2:20][CH2:19][CH2:18][C:14]1[C:15]([NH:11][C:12](=[O:17])[CH:13]=1)=[O:16]. (2) Given the reactants [Br:1][C:2]1[N:6]2[CH:7]=[C:8]([C:11]3[CH:21]=[CH:20][C:14]([C:15]([O:17]CC)=[O:16])=[CH:13][CH:12]=3)[N:9]=[CH:10][C:5]2=[N:4][CH:3]=1.[Li+].[OH-].O, predict the reaction product. The product is: [Br:1][C:2]1[N:6]2[CH:7]=[C:8]([C:11]3[CH:12]=[CH:13][C:14]([C:15]([OH:17])=[O:16])=[CH:20][CH:21]=3)[N:9]=[CH:10][C:5]2=[N:4][CH:3]=1. (3) Given the reactants [OH:1][N:2]1[CH:6]=[C:5]([I:7])[CH:4]=[N:3]1.[CH3:8][N:9]([C:13]1[CH:18]=[CH:17][CH:16]=[CH:15][CH:14]=1)[C:10](Cl)=[O:11], predict the reaction product. The product is: [I:7][C:5]1[CH:4]=[N:3][N:2]([O:1][C:10](=[O:11])[N:9]([CH3:8])[C:13]2[CH:18]=[CH:17][CH:16]=[CH:15][CH:14]=2)[CH:6]=1. (4) Given the reactants [Cl:1][C:2]1[CH:7]=[CH:6][C:5]([NH:8][C:9]2[N:14]=[C:13]([O:15][CH3:16])[CH:12]=[CH:11][N:10]=2)=[CH:4][C:3]=1[OH:17].C([O-])([O-])=O.[Cs+].[Cs+].Br[CH2:25][CH:26]=[C:27]([CH3:29])[CH3:28], predict the reaction product. The product is: [Cl:1][C:2]1[CH:7]=[CH:6][C:5]([NH:8][C:9]2[N:14]=[C:13]([O:15][CH3:16])[CH:12]=[CH:11][N:10]=2)=[CH:4][C:3]=1[O:17][CH2:25][CH:26]=[C:27]([CH3:29])[CH3:28]. (5) Given the reactants [F:1][C:2]1[CH:7]=[C:6]([OH:8])[CH:5]=[C:4]([F:9])[C:3]=1[C:10]1[N:15]=[C:14]([C:16]([O:18][CH3:19])=[O:17])[CH:13]=[CH:12][C:11]=1[F:20].[CH2:21](O)[CH3:22].C1(P(C2C=CC=CC=2)C2C=CC=CC=2)C=CC=CC=1, predict the reaction product. The product is: [CH2:21]([O:8][C:6]1[CH:5]=[C:4]([F:9])[C:3]([C:10]2[N:15]=[C:14]([C:16]([O:18][CH3:19])=[O:17])[CH:13]=[CH:12][C:11]=2[F:20])=[C:2]([F:1])[CH:7]=1)[CH3:22]. (6) Given the reactants [CH:1]1([C:4](Cl)=[O:5])[CH2:3][CH2:2]1.[Br:7][C:8]1[CH:14]=[C:13]([F:15])[C:11]([NH2:12])=[C:10]([F:16])[CH:9]=1.C(N(CC)CC)C, predict the reaction product. The product is: [Br:7][C:8]1[CH:14]=[C:13]([F:15])[C:11]([NH:12][C:4]([CH:1]2[CH2:3][CH2:2]2)=[O:5])=[C:10]([F:16])[CH:9]=1. (7) Given the reactants [CH3:1][O:2][C:3]1[CH:8]=[CH:7][C:6]([CH:9]([C:11]2[CH:16]=[CH:15][C:14]([O:17][Si:18]([CH:25]([CH3:27])[CH3:26])([CH:22]([CH3:24])[CH3:23])[CH:19]([CH3:21])[CH3:20])=[CH:13][CH:12]=2)[OH:10])=[C:5]([O:28][CH2:29][O:30][CH3:31])[CH:4]=1, predict the reaction product. The product is: [CH3:1][O:2][C:3]1[CH:8]=[CH:7][C:6]([C:9]([C:11]2[CH:16]=[CH:15][C:14]([O:17][Si:18]([CH:25]([CH3:27])[CH3:26])([CH:22]([CH3:24])[CH3:23])[CH:19]([CH3:20])[CH3:21])=[CH:13][CH:12]=2)=[O:10])=[C:5]([O:28][CH2:29][O:30][CH3:31])[CH:4]=1. (8) Given the reactants [NH2:1][C:2]1[S:3][C:4]2[CH:10]=[C:9]([O:11][S:12]([C:15]3[CH:20]=[CH:19][C:18]([F:21])=[CH:17][CH:16]=3)(=[O:14])=[O:13])[CH:8]=[CH:7][C:5]=2[N:6]=1.[C:22]([CH:29]([CH2:33][CH2:34][CH2:35][CH2:36]N)C(O)=O)([O:24][C:25]([CH3:28])([CH3:27])[CH3:26])=O.C[N:39]([C:41]([O:45]N1N=NC2C=CC=NC1=2)=[N+](C)C)C.F[P-](F)(F)(F)(F)F.C(N(CC)C(C)C)(C)C.CN(C=[O:75])C, predict the reaction product. The product is: [C:25]([O:24][CH:22]([N:39]=[C:41]=[O:45])[CH2:29][CH2:33][CH2:34][CH2:35][C:36]([NH:1][C:2]1[S:3][C:4]2[CH:10]=[C:9]([O:11][S:12]([C:15]3[CH:20]=[CH:19][C:18]([F:21])=[CH:17][CH:16]=3)(=[O:13])=[O:14])[CH:8]=[CH:7][C:5]=2[N:6]=1)=[O:75])([CH3:26])([CH3:27])[CH3:28].